From a dataset of Forward reaction prediction with 1.9M reactions from USPTO patents (1976-2016). Predict the product of the given reaction. Given the reactants [O:1]1[C:5]2[CH:6]=[CH:7][C:8]([CH:10]([C:12]3[CH:17]=[CH:16][CH:15]=[C:14]([O:18][CH3:19])[CH:13]=3)[OH:11])=[CH:9][C:4]=2[O:3][CH2:2]1, predict the reaction product. The product is: [O:1]1[C:5]2[CH:6]=[CH:7][C:8]([C:10]([C:12]3[CH:17]=[CH:16][CH:15]=[C:14]([O:18][CH3:19])[CH:13]=3)=[O:11])=[CH:9][C:4]=2[O:3][CH2:2]1.